From a dataset of NCI-60 drug combinations with 297,098 pairs across 59 cell lines. Regression. Given two drug SMILES strings and cell line genomic features, predict the synergy score measuring deviation from expected non-interaction effect. (1) Drug 1: CC1C(C(=O)NC(C(=O)N2CCCC2C(=O)N(CC(=O)N(C(C(=O)O1)C(C)C)C)C)C(C)C)NC(=O)C3=C4C(=C(C=C3)C)OC5=C(C(=O)C(=C(C5=N4)C(=O)NC6C(OC(=O)C(N(C(=O)CN(C(=O)C7CCCN7C(=O)C(NC6=O)C(C)C)C)C)C(C)C)C)N)C. Drug 2: CC1CCC2CC(C(=CC=CC=CC(CC(C(=O)C(C(C(=CC(C(=O)CC(OC(=O)C3CCCCN3C(=O)C(=O)C1(O2)O)C(C)CC4CCC(C(C4)OC)OCCO)C)C)O)OC)C)C)C)OC. Cell line: LOX IMVI. Synergy scores: CSS=18.3, Synergy_ZIP=4.51, Synergy_Bliss=6.63, Synergy_Loewe=6.08, Synergy_HSA=4.45. (2) Drug 1: C1CCC(CC1)NC(=O)N(CCCl)N=O. Drug 2: CC1=C(C(CCC1)(C)C)C=CC(=CC=CC(=CC(=O)O)C)C. Cell line: SK-MEL-2. Synergy scores: CSS=25.6, Synergy_ZIP=-5.12, Synergy_Bliss=3.01, Synergy_Loewe=1.69, Synergy_HSA=1.37. (3) Drug 1: C1CC(=O)NC(=O)C1N2C(=O)C3=CC=CC=C3C2=O. Drug 2: CC(C)NC(=O)C1=CC=C(C=C1)CNNC.Cl. Cell line: MALME-3M. Synergy scores: CSS=3.99, Synergy_ZIP=1.38, Synergy_Bliss=-5.04, Synergy_Loewe=-1.50, Synergy_HSA=-2.15. (4) Drug 1: C1C(C(OC1N2C=NC3=C(N=C(N=C32)Cl)N)CO)O. Drug 2: C1=NC2=C(N1)C(=S)N=CN2. Cell line: UACC-257. Synergy scores: CSS=20.2, Synergy_ZIP=-6.79, Synergy_Bliss=1.24, Synergy_Loewe=-0.281, Synergy_HSA=4.24. (5) Drug 1: CS(=O)(=O)C1=CC(=C(C=C1)C(=O)NC2=CC(=C(C=C2)Cl)C3=CC=CC=N3)Cl. Drug 2: C1CNP(=O)(OC1)N(CCCl)CCCl. Cell line: NCI-H322M. Synergy scores: CSS=5.99, Synergy_ZIP=-0.261, Synergy_Bliss=-1.96, Synergy_Loewe=-2.95, Synergy_HSA=-2.86.